This data is from HIV replication inhibition screening data with 41,000+ compounds from the AIDS Antiviral Screen. The task is: Binary Classification. Given a drug SMILES string, predict its activity (active/inactive) in a high-throughput screening assay against a specified biological target. (1) The molecule is COC(=O)C1=C(C(=O)OC)C23C=CC=CC24C(C(=O)OC)=C(C(=O)OC)C4C1C3. The result is 0 (inactive). (2) The compound is Cc1ccc(S(=O)(=O)C(C#N)=Cn2ccc(=O)[nH]c2=S)cc1. The result is 0 (inactive). (3) The result is 0 (inactive). The drug is O=P1(c2ccccc2)C=C(c2ccccc2)NC(c2ccccc2)=C1. (4) The result is 0 (inactive). The compound is COc1ccc2c(c1)CC1c3c(cc4c(c3-2)OCO4)CCN1C. (5) The drug is CC(=O)NCc1c(C(N)=O)ncn1Cc1ccccc1. The result is 0 (inactive). (6) The molecule is CCC1CN2CCc3cc(OC)c(OC)cc3C2CC1CC1NCCc2cc(OC)c(OC)cc21. The result is 0 (inactive). (7) The drug is C[Si](C)(C)C=CCCNCc1ccccc1. The result is 0 (inactive).